Dataset: Reaction yield outcomes from USPTO patents with 853,638 reactions. Task: Predict the reaction yield, written as a fraction of the theoretical maximum amount of product (1.0 means a 100% yield; for example, 0.34 means a 34% yield). The reactants are [CH3:1][N:2]1[CH:7]=[C:6](B2OC(C)(C)C(C)(C)O2)[CH:5]=[C:4]([NH:17][C:18]2[CH:23]=[C:22]([CH3:24])[N:21]=[CH:20][N:19]=2)[C:3]1=[O:25].Cl[C:27]1[CH:32]=[CH:31][N:30]=[C:29]([N:33]2[CH2:44][CH2:43][N:42]3[C:35](=[CH:36][C:37]4[CH2:38][C:39]([CH3:46])([CH3:45])[CH2:40][C:41]=43)[C:34]2=[O:47])[C:28]=1[CH:48]=[O:49].C([O-])(=O)C.[Na+].[O-]P([O-])([O-])=O.[K+].[K+].[K+]. The catalyst is C1C=CC(P(C2C=CC=CC=2)[C-]2C=CC=C2)=CC=1.C1C=CC(P(C2C=CC=CC=2)[C-]2C=CC=C2)=CC=1.Cl[Pd]Cl.[Fe+2].C(#N)C.O. The product is [CH3:45][C:39]1([CH3:46])[CH2:38][C:37]2[CH:36]=[C:35]3[N:42]([CH2:43][CH2:44][N:33]([C:29]4[C:28]([CH:48]=[O:49])=[C:27]([C:6]5[CH:5]=[C:4]([NH:17][C:18]6[CH:23]=[C:22]([CH3:24])[N:21]=[CH:20][N:19]=6)[C:3](=[O:25])[N:2]([CH3:1])[CH:7]=5)[CH:32]=[CH:31][N:30]=4)[C:34]3=[O:47])[C:41]=2[CH2:40]1. The yield is 0.470.